From a dataset of Catalyst prediction with 721,799 reactions and 888 catalyst types from USPTO. Predict which catalyst facilitates the given reaction. Reactant: C([O:8][C:9]1[CH:14]=[CH:13][C:12]([N:15]2[C:19]3=[N:20][CH:21]=[CH:22][CH:23]=[C:18]3[N:17]([CH:24]([CH3:26])[CH3:25])[C:16]2=[O:27])=[CH:11][CH:10]=1)C1C=CC=CC=1. Product: [OH:8][C:9]1[CH:10]=[CH:11][C:12]([N:15]2[C:19]3=[N:20][CH:21]=[CH:22][CH:23]=[C:18]3[N:17]([CH:24]([CH3:25])[CH3:26])[C:16]2=[O:27])=[CH:13][CH:14]=1. The catalyst class is: 50.